This data is from Forward reaction prediction with 1.9M reactions from USPTO patents (1976-2016). The task is: Predict the product of the given reaction. (1) Given the reactants [NH:1]1[C:9]2[C:4](=[CH:5][CH:6]=[C:7]([C:10]([OH:12])=[O:11])[CH:8]=2)[CH:3]=[CH:2]1.[Cl:13]N1C(=O)CCC1=O, predict the reaction product. The product is: [Cl:13][C:3]1[C:4]2[C:9](=[CH:8][C:7]([C:10]([OH:12])=[O:11])=[CH:6][CH:5]=2)[NH:1][CH:2]=1. (2) Given the reactants [C:1]([C:9]1[CH:14]=[CH:13][C:12]([NH:15][C:16]([C@H:18]2[O:22][N:21]=[C:20]([C:23]3[CH:24]=[N:25][CH:26]=[CH:27][CH:28]=3)[CH2:19]2)=[O:17])=[CH:11][CH:10]=1)(=O)[C:2]1[CH:7]=[CH:6][CH:5]=[CH:4][CH:3]=1.NC1C=CC(C2C=CC=CC=2C[C:43]([O:45][CH3:46])=[O:44])=CC=1.CC(N(C(C)C)CC)C.O, predict the reaction product. The product is: [N:25]1[CH:26]=[CH:27][CH:28]=[C:23]([C:20]2[CH2:19][CH:18]([C:16]([NH:15][C:12]3[CH:13]=[CH:14][C:9]([CH:1]([C:2]4[CH:7]=[CH:6][CH:5]=[CH:4][CH:3]=4)[C:43]([O:45][CH3:46])=[O:44])=[CH:10][CH:11]=3)=[O:17])[O:22][N:21]=2)[CH:24]=1. (3) Given the reactants [C:1]([C:3]1([C:14]2[CH:19]=[CH:18][CH:17]=[CH:16][N:15]=2)[CH2:6][N:5]([C:7]([O:9][C:10]([CH3:13])([CH3:12])[CH3:11])=[O:8])[CH2:4]1)#[N:2].O(C)S([C:24](F)(F)F)(=O)=O.C(O)(=O)C, predict the reaction product. The product is: [C:1]([C:3]1([CH:14]2[CH2:19][CH2:18][CH2:17][CH2:16][N:15]2[CH3:24])[CH2:6][N:5]([C:7]([O:9][C:10]([CH3:13])([CH3:12])[CH3:11])=[O:8])[CH2:4]1)#[N:2]. (4) The product is: [C:12]1([C:10]2[O:11][C:7]3[CH:6]=[CH:5][C:4]([NH2:1])=[CH:18][C:8]=3[CH:9]=2)[CH:13]=[CH:14][CH:15]=[CH:16][CH:17]=1. Given the reactants [N+:1]([C:4]1[CH:5]=[CH:6][C:7]2[O:11][C:10]([C:12]3[CH:17]=[CH:16][CH:15]=[CH:14][CH:13]=3)=[CH:9][C:8]=2[CH:18]=1)([O-])=O.[Cl-].[NH4+], predict the reaction product. (5) Given the reactants [CH2:1]([O:3][C:4](=[O:24])/[C:5](/[CH3:23])=[CH:6]/[C:7]1[CH:12]=[CH:11][CH:10]=[C:9]([N:13]2[C:17]([NH2:18])=[CH:16][C:15]([C:19]([CH3:22])([CH3:21])[CH3:20])=[N:14]2)[CH:8]=1)[CH3:2], predict the reaction product. The product is: [NH2:18][C:17]1[N:13]([C:9]2[CH:8]=[C:7]([CH2:6][CH:5]([CH3:23])[C:4]([O:3][CH2:1][CH3:2])=[O:24])[CH:12]=[CH:11][CH:10]=2)[N:14]=[C:15]([C:19]([CH3:21])([CH3:20])[CH3:22])[CH:16]=1. (6) Given the reactants [Cl-].[Al+3].[Cl-].[Cl-].[F:5][C:6]1[CH:11]=[CH:10][C:9]([C:12]2[CH:17]=[CH:16][CH:15]=[CH:14][CH:13]=2)=[CH:8][CH:7]=1.[C:18]([CH2:22][CH2:23][C:24](Cl)=[O:25])([O:20][CH3:21])=[O:19], predict the reaction product. The product is: [F:5][C:6]1[CH:7]=[CH:8][C:9]([C:12]2[CH:17]=[CH:16][C:15]([C:24](=[O:25])[CH2:23][CH2:22][C:18]([O:20][CH3:21])=[O:19])=[CH:14][CH:13]=2)=[CH:10][CH:11]=1. (7) The product is: [CH3:37][N:2]([CH3:1])[C@@H:3]1[CH2:7][CH2:6][N:5]([C:8]2[CH:9]=[C:10]([O:35][CH3:36])[C:11]([NH:17][C:18]3[N:23]=[C:22]([C:24]4[C:32]5[C:27](=[CH:28][CH:29]=[CH:30][CH:31]=5)[N:26]([CH3:33])[CH:25]=4)[C:21]([CH3:34])=[CH:20][N:19]=3)=[CH:12][C:13]=2[NH2:14])[CH2:4]1. Given the reactants [CH3:1][N:2]([CH3:37])[C@@H:3]1[CH2:7][CH2:6][N:5]([C:8]2[C:13]([N+:14]([O-])=O)=[CH:12][C:11]([NH:17][C:18]3[N:23]=[C:22]([C:24]4[C:32]5[C:27](=[CH:28][CH:29]=[CH:30][CH:31]=5)[N:26]([CH3:33])[CH:25]=4)[C:21]([CH3:34])=[CH:20][N:19]=3)=[C:10]([O:35][CH3:36])[CH:9]=2)[CH2:4]1.[NH4+].[Cl-].C(Cl)Cl.CO, predict the reaction product.